Dataset: Forward reaction prediction with 1.9M reactions from USPTO patents (1976-2016). Task: Predict the product of the given reaction. The product is: [N:1]1([CH2:6][C@@H:7]([O:14][C:15]2[CH:24]=[CH:23][C:22]3[C:21](=[O:25])[CH2:20][CH2:19][CH2:18][C:17]=3[C:16]=2[CH2:26][S:27]([C:30]2[CH:39]=[CH:38][CH:37]=[CH:36][C:31]=2[C:32]([OH:34])=[O:33])(=[O:29])=[O:28])[C:8]2[CH:13]=[CH:12][CH:11]=[CH:10][CH:9]=2)[CH:5]=[CH:4][N:3]=[CH:2]1. Given the reactants [N:1]1([CH2:6][C@@H:7]([O:14][C:15]2[CH:24]=[CH:23][C:22]3[C:21](=[O:25])[CH2:20][CH2:19][CH2:18][C:17]=3[C:16]=2[CH2:26][S:27]([C:30]2[CH:39]=[CH:38][CH:37]=[CH:36][C:31]=2[C:32]([O:34]C)=[O:33])(=[O:29])=[O:28])[C:8]2[CH:13]=[CH:12][CH:11]=[CH:10][CH:9]=2)[CH:5]=[CH:4][N:3]=[CH:2]1.[OH-].[Li+].Cl.[Na+].[Cl-], predict the reaction product.